From a dataset of Peptide-MHC class II binding affinity with 134,281 pairs from IEDB. Regression. Given a peptide amino acid sequence and an MHC pseudo amino acid sequence, predict their binding affinity value. This is MHC class II binding data. (1) The peptide sequence is SFGIVVAWQVKLLPV. The MHC is HLA-DPA10201-DPB10101 with pseudo-sequence HLA-DPA10201-DPB10101. The binding affinity (normalized) is 1.00. (2) The peptide sequence is HRDNIEDDLLNRNNT. The MHC is HLA-DQA10104-DQB10503 with pseudo-sequence HLA-DQA10104-DQB10503. The binding affinity (normalized) is 0.117. (3) The peptide sequence is STIFPFRRLFMVADV. The MHC is DRB1_0901 with pseudo-sequence DRB1_0901. The binding affinity (normalized) is 0.448. (4) The peptide sequence is TLWQRPLVTIKIGGQLIEAL. The MHC is HLA-DQA10401-DQB10402 with pseudo-sequence HLA-DQA10401-DQB10402. The binding affinity (normalized) is 0.142. (5) The peptide sequence is GELQIVDKTDAAFKI. The MHC is DRB1_0404 with pseudo-sequence DRB1_0404. The binding affinity (normalized) is 0.561. (6) The peptide sequence is GKCDSAGRSRRSRRA. The MHC is DRB1_0901 with pseudo-sequence DRB1_0901. The binding affinity (normalized) is 0.186. (7) The peptide sequence is ISSYKLDLTILGLAA. The MHC is DRB1_1501 with pseudo-sequence DRB1_1501. The binding affinity (normalized) is 0.592. (8) The peptide sequence is NASKGKILESLWSPH. The MHC is DRB1_0101 with pseudo-sequence DRB1_0101. The binding affinity (normalized) is 0.729.